From a dataset of Merck oncology drug combination screen with 23,052 pairs across 39 cell lines. Regression. Given two drug SMILES strings and cell line genomic features, predict the synergy score measuring deviation from expected non-interaction effect. Drug 2: CNC(=O)c1cc(Oc2ccc(NC(=O)Nc3ccc(Cl)c(C(F)(F)F)c3)cc2)ccn1. Cell line: UACC62. Synergy scores: synergy=-5.14. Drug 1: COc1cc(C2c3cc4c(cc3C(OC3OC5COC(C)OC5C(O)C3O)C3COC(=O)C23)OCO4)cc(OC)c1O.